This data is from CYP2D6 inhibition data for predicting drug metabolism from PubChem BioAssay. The task is: Regression/Classification. Given a drug SMILES string, predict its absorption, distribution, metabolism, or excretion properties. Task type varies by dataset: regression for continuous measurements (e.g., permeability, clearance, half-life) or binary classification for categorical outcomes (e.g., BBB penetration, CYP inhibition). Dataset: cyp2d6_veith. (1) The compound is N#C/C(=C\c1ccc(O)c(O)c1)C(=O)NCCCNC(=O)/C(C#N)=C/c1ccc(O)c(O)c1. The result is 0 (non-inhibitor). (2) The result is 0 (non-inhibitor). The compound is Cc1ccc(CNC(=O)[C@@H]2C[C@H]2[C@@H](NP(=O)(c2ccccc2)c2ccccc2)c2ccccc2)o1. (3) The drug is O=C(OCc1ccc(Cl)cc1Cl)c1cccnc1Cl. The result is 1 (inhibitor).